This data is from Reaction yield outcomes from USPTO patents with 853,638 reactions. The task is: Predict the reaction yield, written as a fraction of the theoretical maximum amount of product (1.0 means a 100% yield; for example, 0.34 means a 34% yield). (1) The reactants are [OH:1][CH:2]([C:5]1[C:14]2[C:9](=[CH:10][CH:11]=[CH:12][CH:13]=2)[CH:8]=[CH:7][CH:6]=1)[C:3]#[N:4].[H-].[H-].[H-].[H-].[Li+].[Al+3].C1COCC1. The catalyst is C1COCC1. The product is [NH2:4][CH2:3][CH:2]([C:5]1[C:14]2[C:9](=[CH:10][CH:11]=[CH:12][CH:13]=2)[CH:8]=[CH:7][CH:6]=1)[OH:1]. The yield is 0.530. (2) The reactants are C([Li])CCC.Br[C:7]1[CH:12]=[CH:11][C:10]([S:13]([N:16]2[CH2:20][CH2:19][CH2:18][CH2:17]2)(=[O:15])=[O:14])=[CH:9][CH:8]=1.[B:21](OC(C)C)([O:26]C(C)C)[O:22]C(C)C. The catalyst is O1CCCC1. The product is [N:16]1([S:13]([C:10]2[CH:11]=[CH:12][C:7]([B:21]([OH:26])[OH:22])=[CH:8][CH:9]=2)(=[O:15])=[O:14])[CH2:20][CH2:19][CH2:18][CH2:17]1. The yield is 0.700. (3) The reactants are [CH3:1][O:2][C:3]1[CH:4]=[C:5]2[C:10](=[CH:11][C:12]=1[O:13][CH2:14][CH2:15][O:16][CH3:17])[N:9]=[CH:8][N:7]=[C:6]2[S:18][C:19]1[CH:20]=[C:21]([CH:23]=[CH:24][CH:25]=1)[NH2:22].[C:26]([C:30]1[CH:34]=[C:33]([NH:35][C:36](=O)[O:37]C2C=CC=CC=2)[N:32]([C:45]2[CH:50]=[CH:49][C:48]([CH3:51])=[CH:47][C:46]=2[CH3:52])[N:31]=1)([CH3:29])([CH3:28])[CH3:27]. No catalyst specified. The product is [C:26]([C:30]1[CH:34]=[C:33]([NH:35][C:36]([NH:22][C:21]2[CH:23]=[CH:24][CH:25]=[C:19]([S:18][C:6]3[C:5]4[C:10](=[CH:11][C:12]([O:13][CH2:14][CH2:15][O:16][CH3:17])=[C:3]([O:2][CH3:1])[CH:4]=4)[N:9]=[CH:8][N:7]=3)[CH:20]=2)=[O:37])[N:32]([C:45]2[CH:50]=[CH:49][C:48]([CH3:51])=[CH:47][C:46]=2[CH3:52])[N:31]=1)([CH3:29])([CH3:28])[CH3:27]. The yield is 0.770. (4) The reactants are [NH:1]1[CH2:6][CH2:5][CH2:4][CH2:3][CH:2]1[C:7]1[CH:12]=[CH:11][C:10]([NH:13][C:14]2[N:19]=[C:18]([CH2:20][CH2:21][C:22]3[CH:27]=[CH:26][CH:25]=[CH:24][C:23]=3[CH2:28][C:29]([NH2:31])=[O:30])[C:17]([C:32]([F:35])([F:34])[F:33])=[CH:16][N:15]=2)=[CH:9][CH:8]=1.C=O.[C:38](O[BH-](OC(=O)C)OC(=O)C)(=O)C.[Na+]. The catalyst is CO.C(Cl)Cl. The product is [CH3:38][N:1]1[CH2:6][CH2:5][CH2:4][CH2:3][CH:2]1[C:7]1[CH:12]=[CH:11][C:10]([NH:13][C:14]2[N:19]=[C:18]([CH2:20][CH2:21][C:22]3[CH:27]=[CH:26][CH:25]=[CH:24][C:23]=3[CH2:28][C:29]([NH2:31])=[O:30])[C:17]([C:32]([F:35])([F:33])[F:34])=[CH:16][N:15]=2)=[CH:9][CH:8]=1. The yield is 0.910. (5) The reactants are Br[C:2]1[N:7]=[C:6]([O:8][CH3:9])[C:5]([NH2:10])=[CH:4][CH:3]=1.[CH3:11][PH:12](=[O:14])[CH3:13].CC1(C)C2C(=C(P(C3C=CC=CC=3)C3C=CC=CC=3)C=CC=2)OC2C(P(C3C=CC=CC=3)C3C=CC=CC=3)=CC=CC1=2.P([O-])([O-])([O-])=O.[K+].[K+].[K+]. The catalyst is CN(C=O)C.C([O-])(=O)C.[Pd+2].C([O-])(=O)C. The product is [CH3:11][P:12]([C:2]1[N:7]=[C:6]([O:8][CH3:9])[C:5]([NH2:10])=[CH:4][CH:3]=1)([CH3:13])=[O:14]. The yield is 0.390. (6) The reactants are Cl[CH2:2][S:3]([NH:6][C:7]1[CH:8]=[C:9]2[C:14](=[CH:15][CH:16]=1)[CH:13]=[N:12][CH:11]=[CH:10]2)(=[O:5])=[O:4].[NH2:17][C:18]1[CH:19]=[C:20]([CH:25]=[CH:26][CH:27]=1)[C:21]([NH:23][CH3:24])=[O:22]. The catalyst is CO. The product is [NH3:6].[CH:13]1[C:14]2[C:9](=[CH:8][C:7]([NH:6][S:3]([CH2:2][NH:17][C:18]3[CH:19]=[C:20]([CH:25]=[CH:26][CH:27]=3)[C:21]([NH:23][CH3:24])=[O:22])(=[O:5])=[O:4])=[CH:16][CH:15]=2)[CH:10]=[CH:11][N:12]=1. The yield is 0.0200. (7) The reactants are FC(F)(F)C(O)=O.[Cl:8][C:9]1[CH:14]=[CH:13][C:12]([CH2:15][NH:16][C:17]([C:19]2[NH:20][C:21]3[C:26]([CH:27]=2)=[CH:25][C:24]([O:28][CH2:29][C@@H:30]2[O:35][CH2:34][CH2:33][N:32](C(OC(C)(C)C)=O)[CH2:31]2)=[CH:23][CH:22]=3)=[O:18])=[C:11]([F:43])[C:10]=1[O:44][C:45]1[CH:50]=[C:49]([C:51]#[N:52])[CH:48]=[C:47]([Cl:53])[CH:46]=1. The catalyst is C(Cl)Cl. The product is [Cl:8][C:9]1[CH:14]=[CH:13][C:12]([CH2:15][NH:16][C:17]([C:19]2[NH:20][C:21]3[C:26]([CH:27]=2)=[CH:25][C:24]([O:28][CH2:29][C@@H:30]2[O:35][CH2:34][CH2:33][NH:32][CH2:31]2)=[CH:23][CH:22]=3)=[O:18])=[C:11]([F:43])[C:10]=1[O:44][C:45]1[CH:50]=[C:49]([C:51]#[N:52])[CH:48]=[C:47]([Cl:53])[CH:46]=1. The yield is 0.880. (8) The reactants are [NH2:1][C:2]1[CH:7]=[CH:6][C:5]([C:8]2[CH:13]=[CH:12][C:11]([S:14]([N:17]([CH3:26])[C@H:18]([C:22]([O:24][CH3:25])=[O:23])[CH:19]([CH3:21])[CH3:20])(=[O:16])=[O:15])=[CH:10][CH:9]=2)=[CH:4][CH:3]=1.[CH3:27][C:28]1[CH:29]=[C:30]([CH:34]=[CH:35][C:36]=1[CH3:37])[C:31](Cl)=[O:32].C(N(CC)CC)C. The catalyst is ClCCl. The product is [CH3:27][C:28]1[CH:29]=[C:30]([CH:34]=[CH:35][C:36]=1[CH3:37])[C:31]([NH:1][C:2]1[CH:7]=[CH:6][C:5]([C:8]2[CH:9]=[CH:10][C:11]([S:14]([N:17]([CH3:26])[C@H:18]([C:22]([O:24][CH3:25])=[O:23])[CH:19]([CH3:21])[CH3:20])(=[O:16])=[O:15])=[CH:12][CH:13]=2)=[CH:4][CH:3]=1)=[O:32]. The yield is 0.660.